Dataset: Reaction yield outcomes from USPTO patents with 853,638 reactions. Task: Predict the reaction yield, written as a fraction of the theoretical maximum amount of product (1.0 means a 100% yield; for example, 0.34 means a 34% yield). (1) The catalyst is C1COCC1.N1C=CC=CC=1. The yield is 0.0800. The reactants are C[Si]([N-][Si](C)(C)C)(C)C.[Na+].[F:11][C:12]1[CH:13]=[C:14]([C:18]2[N:23]=[C:22]([CH3:24])[C:21]([C:25](Cl)=[O:26])=[CH:20][N:19]=2)[CH:15]=[CH:16][CH:17]=1.[CH3:28][S:29]([C:32]1[CH:33]=[C:34]2[C:38](=[CH:39][CH:40]=1)[N:37]([NH2:41])[CH:36]=[CH:35]2)(=[O:31])=[O:30]. The product is [CH3:28][S:29]([C:32]1[CH:33]=[C:34]2[C:38](=[CH:39][CH:40]=1)[N:37]([NH:41][C:25]([C:21]1[C:22]([CH3:24])=[N:23][C:18]([C:14]3[CH:15]=[CH:16][CH:17]=[C:12]([F:11])[CH:13]=3)=[N:19][CH:20]=1)=[O:26])[CH:36]=[CH:35]2)(=[O:31])=[O:30]. (2) The reactants are [CH3:1][O:2][C:3](=[O:25])[C:4]1[CH:9]=[C:8]([O:10][CH3:11])[C:7]([CH3:12])=[C:6]([O:13][CH3:14])[C:5]=1[O:15][C:16]1[CH:21]=[C:20]([CH3:22])[CH:19]=[C:18]([O:23][CH3:24])[CH:17]=1.[CH3:26][O:27]C(Cl)Cl. The catalyst is ClCCl.[Ti](Cl)(Cl)(Cl)Cl. The product is [CH3:1][O:2][C:3](=[O:25])[C:4]1[CH:9]=[C:8]([O:10][CH3:11])[C:7]([CH3:12])=[C:6]([O:13][CH3:14])[C:5]=1[O:15][C:16]1[CH:17]=[C:18]([O:23][CH3:24])[CH:19]=[C:20]([CH3:22])[C:21]=1[CH:26]=[O:27]. The yield is 0.600. (3) The catalyst is O. The reactants are CC1NN=C(C(O)=O)C=1[N+:10]([O-:12])=[O:11].[CH:13]1([NH2:18])[CH2:17][CH2:16][CH2:15][CH2:14]1.CCN=C=N[CH2:24][CH2:25][CH2:26][N:27]([CH3:29])C.C1C=CC2N(O)N=[N:36][C:34]=2C=1.CN([CH:43]=[O:44])C. The yield is 0.280. The product is [CH:13]1([NH:18][C:43]([C:34]2[N:36]([N+:10]([O-:12])=[O:11])[C:25]([CH3:24])=[CH:26][NH:27][CH:29]=2)=[O:44])[CH2:17][CH2:16][CH2:15][CH2:14]1. (4) The reactants are [NH:1]1[C:5]([C:6]2[CH:7]=[C:8]([CH:10]=[CH:11][CH:12]=2)[NH2:9])=[N:4][N:3]=[N:2]1.[CH3:13][O:14][C:15](=[O:25])[C:16]1[CH:24]=[CH:23][CH:22]=[C:18]([C:19]([O-])=[O:20])[CH:17]=1. No catalyst specified. The product is [CH3:13][O:14][C:15](=[O:25])[C:16]1[CH:24]=[CH:23][CH:22]=[C:18]([C:19]([NH:9][C:8]2[CH:10]=[CH:11][CH:12]=[C:6]([C:5]3[NH:1][N:2]=[N:3][N:4]=3)[CH:7]=2)=[O:20])[CH:17]=1. The yield is 0.220.